This data is from Catalyst prediction with 721,799 reactions and 888 catalyst types from USPTO. The task is: Predict which catalyst facilitates the given reaction. Reactant: C([O:3][C:4](=[O:29])[CH:5]([C@H:11]([C:18]1[C:26]2[C:21](=[CH:22][CH:23]=[CH:24][C:25]=2[O:27][CH3:28])[NH:20][CH:19]=1)[C:12]1[CH:17]=[CH:16][CH:15]=[CH:14][CH:13]=1)[C:6]([O:8]CC)=[O:7])C.C1COCC1. Product: [CH3:28][O:27][C:25]1[CH:24]=[CH:23][CH:22]=[C:21]2[C:26]=1[C:18]([C@H:11]([C:12]1[CH:13]=[CH:14][CH:15]=[CH:16][CH:17]=1)[CH:5]([C:4]([OH:29])=[O:3])[C:6]([OH:8])=[O:7])=[CH:19][NH:20]2. The catalyst class is: 6.